This data is from Full USPTO retrosynthesis dataset with 1.9M reactions from patents (1976-2016). The task is: Predict the reactants needed to synthesize the given product. (1) The reactants are: C(O)(C(F)(F)F)=O.[CH:8]1([C:11]([NH:13][C@@H:14]2[CH2:18][CH2:17][N:16](C(OC(C)(C)C)=O)[CH2:15]2)=[O:12])[CH2:10][CH2:9]1. Given the product [NH:16]1[CH2:17][CH2:18][C@@H:14]([NH:13][C:11]([CH:8]2[CH2:9][CH2:10]2)=[O:12])[CH2:15]1, predict the reactants needed to synthesize it. (2) Given the product [C:35]([O:39][C:40]([CH:41]1[CH2:43][O:44][C:1]([C:2]2[CH:3]=[CH:4][CH:5]=[CH:6][CH:7]=2)=[N:42]1)=[O:45])([CH3:38])([CH3:37])[CH3:36], predict the reactants needed to synthesize it. The reactants are: [CH2:1]([C@@](C(O)=O)(CO)N)[C:2]1[CH:7]=[CH:6][CH:5]=[CH:4][CH:3]=1.C(N(CC)CC)C.Cl.C(=N)(OCC)C1C=CC=CC=1.Cl.[C:35]([O:39][C:40](=[O:45])[C@H:41]([CH2:43][OH:44])[NH2:42])([CH3:38])([CH3:37])[CH3:36]. (3) Given the product [Br:1][C:2]1[CH:3]=[C:4]([CH:5]2[O:12][CH2:11][CH2:10][O:6]2)[CH:7]=[CH:8][CH:9]=1, predict the reactants needed to synthesize it. The reactants are: [Br:1][C:2]1[CH:3]=[C:4]([CH:7]=[CH:8][CH:9]=1)[CH:5]=[O:6].[CH2:10](O)[CH2:11][OH:12].C(=O)(O)[O-].[Na+]. (4) Given the product [CH2:10]([O:12][C:13]1[CH:18]=[C:17]([C:7]2[CH:6]=[CH:5][C:3]([NH2:4])=[C:2]([F:1])[CH:8]=2)[CH:16]=[CH:15][CH:14]=1)[CH3:11], predict the reactants needed to synthesize it. The reactants are: [F:1][C:2]1[CH:8]=[C:7](Br)[CH:6]=[CH:5][C:3]=1[NH2:4].[CH2:10]([O:12][C:13]1[CH:14]=[C:15](B(O)O)[CH:16]=[CH:17][CH:18]=1)[CH3:11]. (5) Given the product [Br:1][C:2]1[C:3]([N:15]([CH2:16][CH:17]([CH3:19])[CH3:18])[CH2:14][CH2:13][C:12]([NH:11][CH3:10])=[O:20])=[N:4][C:5]([Cl:8])=[N:6][CH:7]=1, predict the reactants needed to synthesize it. The reactants are: [Br:1][C:2]1[C:3](Cl)=[N:4][C:5]([Cl:8])=[N:6][CH:7]=1.[CH3:10][NH:11][C:12](=[O:20])[CH2:13][CH2:14][NH:15][CH2:16][CH:17]([CH3:19])[CH3:18].C(N(CC)CC)C. (6) The reactants are: [Cl:1][C:2]1[CH:3]=[C:4]([CH:16]=[CH:17][CH:18]=1)[CH2:5][C:6]1([N:13]([CH3:15])[CH3:14])[CH2:11][CH2:10][C:9](=O)[CH2:8][CH2:7]1.[NH2:19]O. Given the product [Cl:1][C:2]1[CH:3]=[C:4]([CH:16]=[CH:17][CH:18]=1)[CH2:5][C:6]1([N:13]([CH3:15])[CH3:14])[CH2:11][CH2:10][CH:9]([NH2:19])[CH2:8][CH2:7]1, predict the reactants needed to synthesize it.